The task is: Predict the reactants needed to synthesize the given product.. This data is from Full USPTO retrosynthesis dataset with 1.9M reactions from patents (1976-2016). (1) Given the product [CH3:19][O:18][C:17]1[C:16]2[N:15]=[C:14]([NH:20][C:21](=[O:28])[C:22]3[CH:27]=[CH:26][CH:25]=[N:24][CH:23]=3)[N:13]3[CH2:29][CH2:30][N:31]=[C:12]3[C:11]=2[CH:10]=[CH:9][C:8]=1[O:7][CH2:6][CH2:5][O:4][CH2:3][CH2:2][NH:1][S:42]([CH3:41])(=[O:44])=[O:43], predict the reactants needed to synthesize it. The reactants are: [NH2:1][CH2:2][CH2:3][O:4][CH2:5][CH2:6][O:7][C:8]1[CH:9]=[CH:10][C:11]2[C:12]3[N:13]([CH2:29][CH2:30][N:31]=3)[C:14]([NH:20][C:21](=[O:28])[C:22]3[CH:27]=[CH:26][CH:25]=[N:24][CH:23]=3)=[N:15][C:16]=2[C:17]=1[O:18][CH3:19].C(N(CC)C(C)C)(C)C.[CH3:41][S:42](Cl)(=[O:44])=[O:43]. (2) The reactants are: [NH2:1][C:2]1[CH:3]=[CH:4][C:5]([F:29])=[C:6]([C@:8]23[CH2:16][O:15][C@H:14]([C:17]([F:20])([F:19])[F:18])[C@H:13]2[CH2:12][S:11][C:10]([NH:21]C(=O)OC(C)(C)C)=[N:9]3)[CH:7]=1.C(N(CC)C(C)C)(C)C.F[P-](F)(F)(F)(F)F.[PH4+].C(=O)(O)[O-].[Na+].[F:52][CH2:53][C:54]1[N:55]=[CH:56][C:57]([C:60](O)=[O:61])=[N:58][CH:59]=1. Given the product [NH2:21][C:10]1[S:11][CH2:12][C@@H:13]2[C@@H:14]([C:17]([F:20])([F:18])[F:19])[O:15][CH2:16][C@:8]2([C:6]2[CH:7]=[C:2]([NH:1][C:60]([C:57]3[CH:56]=[N:55][C:54]([CH2:53][F:52])=[CH:59][N:58]=3)=[O:61])[CH:3]=[CH:4][C:5]=2[F:29])[N:9]=1, predict the reactants needed to synthesize it.